From a dataset of Retrosynthesis with 50K atom-mapped reactions and 10 reaction types from USPTO. Predict the reactants needed to synthesize the given product. (1) Given the product CC(C)[C@H](C(=O)OCc1ccccc1)N1C[C@H](c2ccccc2)[C@@H](C(O[SiH](C)C)C(C)(C)C)C1, predict the reactants needed to synthesize it. The reactants are: CC(C)[C@H](O)C(=O)OCc1ccccc1.C[SiH](C)OC([C@H]1CNC[C@@H]1c1ccccc1)C(C)(C)C. (2) Given the product CCS(=O)(=O)NC(c1cncc(-c2ccc(C#N)c(Cl)c2)c1)C1CC1, predict the reactants needed to synthesize it. The reactants are: CC1(C)OB(c2ccc(C#N)c(Cl)c2)OC1(C)C.CCS(=O)(=O)NC(c1cncc(Br)c1)C1CC1.